Dataset: NCI-60 drug combinations with 297,098 pairs across 59 cell lines. Task: Regression. Given two drug SMILES strings and cell line genomic features, predict the synergy score measuring deviation from expected non-interaction effect. (1) Drug 1: CC1=C2C(C(=O)C3(C(CC4C(C3C(C(C2(C)C)(CC1OC(=O)C(C(C5=CC=CC=C5)NC(=O)C6=CC=CC=C6)O)O)OC(=O)C7=CC=CC=C7)(CO4)OC(=O)C)O)C)OC(=O)C. Drug 2: C(=O)(N)NO. Cell line: HOP-62. Synergy scores: CSS=12.3, Synergy_ZIP=2.33, Synergy_Bliss=3.59, Synergy_Loewe=-27.0, Synergy_HSA=-3.66. (2) Drug 1: CN1C(=O)N2C=NC(=C2N=N1)C(=O)N. Drug 2: C1CNP(=O)(OC1)N(CCCl)CCCl. Cell line: MCF7. Synergy scores: CSS=-0.148, Synergy_ZIP=0.182, Synergy_Bliss=-0.250, Synergy_Loewe=-0.865, Synergy_HSA=-1.03. (3) Drug 1: C1=NC2=C(N=C(N=C2N1C3C(C(C(O3)CO)O)F)Cl)N. Drug 2: CCCCC(=O)OCC(=O)C1(CC(C2=C(C1)C(=C3C(=C2O)C(=O)C4=C(C3=O)C=CC=C4OC)O)OC5CC(C(C(O5)C)O)NC(=O)C(F)(F)F)O. Cell line: A498. Synergy scores: CSS=29.2, Synergy_ZIP=2.67, Synergy_Bliss=2.93, Synergy_Loewe=-1.92, Synergy_HSA=-0.974. (4) Drug 1: CC(C)(C#N)C1=CC(=CC(=C1)CN2C=NC=N2)C(C)(C)C#N. Drug 2: B(C(CC(C)C)NC(=O)C(CC1=CC=CC=C1)NC(=O)C2=NC=CN=C2)(O)O. Cell line: CCRF-CEM. Synergy scores: CSS=15.6, Synergy_ZIP=-0.668, Synergy_Bliss=-2.31, Synergy_Loewe=-23.1, Synergy_HSA=-2.10. (5) Drug 1: CNC(=O)C1=CC=CC=C1SC2=CC3=C(C=C2)C(=NN3)C=CC4=CC=CC=N4. Synergy scores: CSS=63.7, Synergy_ZIP=-3.46, Synergy_Bliss=-6.09, Synergy_Loewe=-5.74, Synergy_HSA=-3.01. Drug 2: C1C(C(OC1N2C=C(C(=O)NC2=O)F)CO)O. Cell line: K-562. (6) Drug 1: C1CCN(CC1)CCOC2=CC=C(C=C2)C(=O)C3=C(SC4=C3C=CC(=C4)O)C5=CC=C(C=C5)O. Drug 2: CC12CCC3C(C1CCC2O)C(CC4=C3C=CC(=C4)O)CCCCCCCCCS(=O)CCCC(C(F)(F)F)(F)F. Cell line: SW-620. Synergy scores: CSS=5.52, Synergy_ZIP=5.59, Synergy_Bliss=9.78, Synergy_Loewe=4.26, Synergy_HSA=3.56. (7) Drug 2: C1C(C(OC1N2C=NC3=C2NC=NCC3O)CO)O. Drug 1: CC12CCC3C(C1CCC2O)C(CC4=C3C=CC(=C4)O)CCCCCCCCCS(=O)CCCC(C(F)(F)F)(F)F. Synergy scores: CSS=1.78, Synergy_ZIP=-2.12, Synergy_Bliss=-1.41, Synergy_Loewe=-3.90, Synergy_HSA=-3.39. Cell line: 786-0. (8) Drug 1: CN(C(=O)NC(C=O)C(C(C(CO)O)O)O)N=O. Drug 2: C(CCl)NC(=O)N(CCCl)N=O. Cell line: SK-OV-3. Synergy scores: CSS=56.4, Synergy_ZIP=0.672, Synergy_Bliss=0.950, Synergy_Loewe=-4.59, Synergy_HSA=2.29.